Dataset: Full USPTO retrosynthesis dataset with 1.9M reactions from patents (1976-2016). Task: Predict the reactants needed to synthesize the given product. (1) Given the product [O:1]1[CH2:5][CH2:4][CH2:3][CH:2]1[CH2:6][NH:7][S:8]([NH2:11])(=[O:10])=[O:9], predict the reactants needed to synthesize it. The reactants are: [O:1]1[CH2:5][CH2:4][CH2:3][CH:2]1[CH2:6][NH:7][S:8]([NH:11]C(=O)OCC1C=CC=CC=1)(=[O:10])=[O:9]. (2) Given the product [CH3:6][O:7][C:8]([C:10]1[CH:11]=[C:12]([CH3:33])[C:13]2[O:19][C:18]3[C:20]([Cl:29])=[CH:21][C:22]([NH:24][C:25](=[O:28])[CH2:26][N:1]4[CH:5]=[CH:4][N:3]=[CH:2]4)=[CH:23][C:17]=3[CH2:16][S:15](=[O:31])(=[O:30])[C:14]=2[CH:32]=1)=[O:9], predict the reactants needed to synthesize it. The reactants are: [NH:1]1[CH:5]=[CH:4][N:3]=[CH:2]1.[CH3:6][O:7][C:8]([C:10]1[CH:11]=[C:12]([CH3:33])[C:13]2[O:19][C:18]3[C:20]([Cl:29])=[CH:21][C:22]([NH:24][C:25](=[O:28])[CH2:26]Cl)=[CH:23][C:17]=3[CH2:16][S:15](=[O:31])(=[O:30])[C:14]=2[CH:32]=1)=[O:9]. (3) Given the product [CH2:1]([O:8][C:9]([NH:11][C@@H:15]([CH2:16][C:17]1[CH:18]=[CH:19][CH:20]=[CH:21][CH:22]=1)[C:14](=[O:23])[CH2:33][Cl:34])=[O:10])[C:2]1[CH:3]=[CH:4][CH:5]=[CH:6][CH:7]=1, predict the reactants needed to synthesize it. The reactants are: [CH2:1]([O:8][C:9]([N:11]1[C@@H:15]([CH2:16][C:17]2[CH:22]=[CH:21][CH:20]=[CH:19][CH:18]=2)[C:14](=[O:23])OC1C1C=CC(OC)=CC=1)=[O:10])[C:2]1[CH:7]=[CH:6][CH:5]=[CH:4][CH:3]=1.Br[CH2:33][Cl:34].O1CCCC1.S([O-])(O)(=O)=O.[K+].